Dataset: Reaction yield outcomes from USPTO patents with 853,638 reactions. Task: Predict the reaction yield, written as a fraction of the theoretical maximum amount of product (1.0 means a 100% yield; for example, 0.34 means a 34% yield). (1) The reactants are [C:1]([O:9][CH2:10][CH:11]1[CH2:13][O:12]1)(=[O:8])[C:2]1[CH:7]=[CH:6][CH:5]=[CH:4][CH:3]=1.[OH:14][C:15]1[CH:16]=[C:17]([CH2:22][C@H:23]([NH:27][C:28]([O:30][C:31]([CH3:34])([CH3:33])[CH3:32])=[O:29])[C:24]([OH:26])=[O:25])[CH:18]=[CH:19][C:20]=1[OH:21]. The catalyst is [Br-].C([N+](CCCC)(CCCC)CCCC)CCC.C1(C)C=CC=CC=1. The product is [OH:14][C:15]1[CH:16]=[C:17]([CH2:22][C@H:23]([NH:27][C:28]([O:30][C:31]([CH3:34])([CH3:33])[CH3:32])=[O:29])[C:24]([O:26][CH2:13][CH:11]([OH:12])[CH2:10][O:9][C:1]([C:2]2[CH:7]=[CH:6][CH:5]=[CH:4][CH:3]=2)=[O:8])=[O:25])[CH:18]=[CH:19][C:20]=1[OH:21]. The yield is 0.260. (2) The catalyst is C(#N)C.O.C1C=CC([P]([Pd]([P](C2C=CC=CC=2)(C2C=CC=CC=2)C2C=CC=CC=2)([P](C2C=CC=CC=2)(C2C=CC=CC=2)C2C=CC=CC=2)[P](C2C=CC=CC=2)(C2C=CC=CC=2)C2C=CC=CC=2)(C2C=CC=CC=2)C2C=CC=CC=2)=CC=1. The yield is 0.760. The product is [CH:25]([C:28]1[CH:33]=[CH:32][C:31]([C:2]2[CH:7]=[C:6]([C:8]3[CH:9]=[C:10]([CH:16]=[CH:17][CH:18]=3)[C:11]([O:13][CH2:14][CH3:15])=[O:12])[CH:5]=[CH:4][N:3]=2)=[CH:30][CH:29]=1)([CH3:27])[CH3:26]. The reactants are Cl[C:2]1[CH:7]=[C:6]([C:8]2[CH:9]=[C:10]([CH:16]=[CH:17][CH:18]=2)[C:11]([O:13][CH2:14][CH3:15])=[O:12])[CH:5]=[CH:4][N:3]=1.C(=O)([O-])[O-].[Na+].[Na+].[CH:25]([C:28]1[CH:33]=[CH:32][C:31](B(O)O)=[CH:30][CH:29]=1)([CH3:27])[CH3:26].O. (3) The reactants are [F:1][C:2]1[CH:20]=[C:19]([S:21]([CH3:24])(=[O:23])=[O:22])[C:18]([F:25])=[CH:17][C:3]=1[O:4][C@H:5]1[CH2:9][CH2:8][N:7]([CH:10]2[CH2:15][CH2:14][NH:13][CH2:12][CH2:11]2)[C:6]1=[O:16].[C:26]([C:30]1[N:34]=[C:33](Cl)[S:32][N:31]=1)([CH3:29])([CH3:28])[CH3:27].C(N(CC)CC)C. The catalyst is CCO. The product is [C:26]([C:30]1[N:34]=[C:33]([N:13]2[CH2:14][CH2:15][CH:10]([N:7]3[CH2:8][CH2:9][C@H:5]([O:4][C:3]4[CH:17]=[C:18]([F:25])[C:19]([S:21]([CH3:24])(=[O:23])=[O:22])=[CH:20][C:2]=4[F:1])[C:6]3=[O:16])[CH2:11][CH2:12]2)[S:32][N:31]=1)([CH3:29])([CH3:28])[CH3:27]. The yield is 0.800. (4) The reactants are Cl[CH2:2][C:3]([C:5]1[NH:6][C:7]2[C:12]([CH:13]=1)=[CH:11][CH:10]=[CH:9][C:8]=2[N:14]([CH3:23])[S:15]([C:18]1[S:19][CH:20]=[CH:21][CH:22]=1)(=[O:17])=[O:16])=O.[C:24]([NH2:27])(=[S:26])[CH3:25].CN(C)C(=O)C. The catalyst is C(OCC)(=O)C. The product is [CH3:23][N:14]([C:8]1[CH:9]=[CH:10][CH:11]=[C:12]2[C:7]=1[NH:6][C:5]([C:3]1[N:27]=[C:24]([CH3:25])[S:26][CH:2]=1)=[CH:13]2)[S:15]([C:18]1[S:19][CH:20]=[CH:21][CH:22]=1)(=[O:17])=[O:16]. The yield is 0.110. (5) The reactants are [NH2:1][C:2]1[N:7]=[CH:6][N:5]=[C:4]2[N:8]([C@@H:24]3[CH2:29][CH2:28][CH2:27][N:26]([C:30]([C:32](=[CH:35][C:36]([CH3:47])([CH3:46])[CH2:37][O:38][Si](C(C)(C)C)(C)C)[C:33]#[N:34])=[O:31])[CH2:25]3)[N:9]=[C:10]([C:11]3[CH:16]=[CH:15][C:14]([O:17][C:18]4[CH:23]=[CH:22][CH:21]=[CH:20][CH:19]=4)=[CH:13][CH:12]=3)[C:3]=12.CCCC[N+](CCCC)(CCCC)CCCC.[F-]. The catalyst is C1COCC1. The product is [NH2:1][C:2]1[N:7]=[CH:6][N:5]=[C:4]2[N:8]([C@@H:24]3[CH2:29][CH2:28][CH2:27][N:26]([C:30]([C:32](=[CH:35][C:36]([CH3:47])([CH3:46])[CH2:37][OH:38])[C:33]#[N:34])=[O:31])[CH2:25]3)[N:9]=[C:10]([C:11]3[CH:12]=[CH:13][C:14]([O:17][C:18]4[CH:19]=[CH:20][CH:21]=[CH:22][CH:23]=4)=[CH:15][CH:16]=3)[C:3]=12. The yield is 0.210.